Predict the product of the given reaction. From a dataset of Forward reaction prediction with 1.9M reactions from USPTO patents (1976-2016). Given the reactants Br[C:2]1[S:3][C:4]2[C:12]([CH:13]=1)=[C:11]([C:14]#[C:15][Si:16]([CH:23]([CH3:25])[CH3:24])([CH:20]([CH3:22])[CH3:21])[CH:17]([CH3:19])[CH3:18])[C:10]1[S:9][C:8](Br)=[CH:7][C:6]=1[C:5]=2[C:27]#[C:28][Si:29]([CH:36]([CH3:38])[CH3:37])([CH:33]([CH3:35])[CH3:34])[CH:30]([CH3:32])[CH3:31].CC1(C)C(C)(C)OB([C:47]2[S:51][C:50]3[CH:52]=[CH:53][S:54][C:49]=3[CH:48]=2)O1.C(=O)([O-])[O-].[K+].[K+], predict the reaction product. The product is: [S:51]1[C:47]([C:2]2[S:3][C:4]3[C:12]([CH:13]=2)=[C:11]([C:14]#[C:15][Si:16]([CH:23]([CH3:25])[CH3:24])([CH:20]([CH3:22])[CH3:21])[CH:17]([CH3:19])[CH3:18])[C:10]2[S:9][C:8]([C:47]4[S:51][C:50]5[CH:52]=[CH:53][S:54][C:49]=5[CH:48]=4)=[CH:7][C:6]=2[C:5]=3[C:27]#[C:28][Si:29]([CH:36]([CH3:38])[CH3:37])([CH:33]([CH3:35])[CH3:34])[CH:30]([CH3:32])[CH3:31])=[CH:48][C:49]2[S:54][CH:53]=[CH:52][C:50]1=2.